From a dataset of hERG potassium channel inhibition data for cardiac toxicity prediction from Karim et al.. Regression/Classification. Given a drug SMILES string, predict its toxicity properties. Task type varies by dataset: regression for continuous values (e.g., LD50, hERG inhibition percentage) or binary classification for toxic/non-toxic outcomes (e.g., AMES mutagenicity, cardiotoxicity, hepatotoxicity). Dataset: herg_karim. The drug is Cl.O=c1n(C[C@@H](O)CO)c2ccccc2n1C1CCN(C[C@H]2[C@H]3CC[C@H](C3)C23CC3)CC1. The result is 0 (non-blocker).